From a dataset of Catalyst prediction with 721,799 reactions and 888 catalyst types from USPTO. Predict which catalyst facilitates the given reaction. (1) Reactant: C([O:8][CH2:9][CH2:10][O:11][C:12]([C:14]1[CH:19]=[CH:18][C:17]([C:20]2[CH:25]=[CH:24][C:23]([O:26]CC3C=CC=CC=3)=[C:22]([O:34]CC3C=CC=CC=3)[CH:21]=2)=[CH:16][CH:15]=1)=[O:13])C1C=CC=CC=1.C. Product: [OH:8][CH2:9][CH2:10][O:11][C:12]([C:14]1[CH:15]=[CH:16][C:17]([C:20]2[CH:25]=[CH:24][C:23]([OH:26])=[C:22]([OH:34])[CH:21]=2)=[CH:18][CH:19]=1)=[O:13]. The catalyst class is: 312. (2) Reactant: Cl[C:2]1[N:7]=[C:6]([C@@H:8]([NH:18][C:19](=[O:36])[CH2:20][N:21]2[C:25]3[C:26]([F:31])([F:30])[C@@H:27]4[CH2:29][C@@H:28]4[C:24]=3[C:23]([C:32]([F:35])([F:34])[F:33])=[N:22]2)[CH2:9][C:10]2[CH:15]=[C:14]([F:16])[CH:13]=[C:12]([F:17])[CH:11]=2)[C:5]([C:37]2[CH:38]=[CH:39][C:40]([Cl:52])=[C:41]3[C:45]=2[N:44]([CH3:46])[N:43]=[C:42]3[NH:47][S:48]([CH3:51])(=[O:50])=[O:49])=[CH:4][CH:3]=1.[F:53][CH:54]([F:60])[C:55]([CH3:59])([OH:58])[C:56]#[CH:57].C(NCC)C. Product: [Cl:52][C:40]1[CH:39]=[CH:38][C:37]([C:5]2[C:6]([C@@H:8]([NH:18][C:19](=[O:36])[CH2:20][N:21]3[C:25]4[C:26]([F:30])([F:31])[C@@H:27]5[CH2:29][C@@H:28]5[C:24]=4[C:23]([C:32]([F:33])([F:34])[F:35])=[N:22]3)[CH2:9][C:10]3[CH:15]=[C:14]([F:16])[CH:13]=[C:12]([F:17])[CH:11]=3)=[N:7][C:2]([C:57]#[C:56][C:55]([OH:58])([CH3:59])[CH:54]([F:60])[F:53])=[CH:3][CH:4]=2)=[C:45]2[C:41]=1[C:42]([NH:47][S:48]([CH3:51])(=[O:49])=[O:50])=[N:43][N:44]2[CH3:46]. The catalyst class is: 538. (3) Reactant: [CH3:1][O:2][C:3](=[O:33])[CH:4]([O:28][C:29]([CH3:32])([CH3:31])[CH3:30])[C:5]1[C:10]([CH3:11])=[CH:9][C:8]([N+:12]([O-])=O)=[C:7]([CH:15]2[CH2:17][CH2:16]2)[C:6]=1[C:18]1[CH:19]=[C:20]2[C:25](=[CH:26][CH:27]=1)[O:24][CH2:23][CH2:22][CH2:21]2. Product: [CH3:1][O:2][C:3](=[O:33])[CH:4]([C:5]1[C:10]([CH3:11])=[CH:9][C:8]([NH2:12])=[C:7]([CH:15]2[CH2:17][CH2:16]2)[C:6]=1[C:18]1[CH:19]=[C:20]2[C:25](=[CH:26][CH:27]=1)[O:24][CH2:23][CH2:22][CH2:21]2)[O:28][C:29]([CH3:32])([CH3:30])[CH3:31]. The catalyst class is: 105. (4) Reactant: [Cl:1][C:2](Cl)([O:4]C(=O)OC(Cl)(Cl)Cl)Cl.N1C=CC=CC=1.[CH:19]1([CH2:25][NH:26][CH3:27])[CH2:24][CH2:23][CH2:22][CH2:21][CH2:20]1. Product: [CH:19]1([CH2:25][N:26]([CH3:27])[C:2]([Cl:1])=[O:4])[CH2:24][CH2:23][CH2:22][CH2:21][CH2:20]1. The catalyst class is: 2. (5) Reactant: [Cl:1][C:2]1[C:3]([CH:9]=[N:10][C:11]2[CH:16]=[CH:15][C:14]([F:17])=[C:13]([Cl:18])[CH:12]=2)=[C:4]([OH:8])[CH:5]=[N:6][CH:7]=1.[Si]([C:23]#[N:24])(C)(C)C. Product: [Cl:1][C:2]1[CH:7]=[N:6][CH:5]=[C:4]2[O:8][C:23]([NH2:24])=[C:9]([NH:10][C:11]3[CH:16]=[CH:15][C:14]([F:17])=[C:13]([Cl:18])[CH:12]=3)[C:3]=12. The catalyst class is: 2. (6) Reactant: C[O-].[Na+].C([O:7][CH2:8][C@H:9]([N:12]1[C:24]2[C:23]3[CH:22]=[CH:21][CH:20]=[CH:19][C:18]=3[N:17]=[CH:16][C:15]=2[N:14]=[CH:13]1)[CH2:10][CH3:11])(=O)C. Product: [N:12]1([C@H:9]([CH2:10][CH3:11])[CH2:8][OH:7])[C:24]2[C:23]3[CH:22]=[CH:21][CH:20]=[CH:19][C:18]=3[N:17]=[CH:16][C:15]=2[N:14]=[CH:13]1. The catalyst class is: 5. (7) Reactant: [F:1][C:2]1[C:3]([CH2:29][CH2:30][C:31]2[S:32][CH:33]=[C:34]([CH:36]([CH3:38])[CH3:37])[N:35]=2)=[CH:4][C:5]2[N:6]([CH:28]=1)[C:7](=[O:27])[C:8](/[CH:18]=[CH:19]/[C:20]([O:22]C(C)(C)C)=[O:21])=[C:9]([N:11]1[CH2:16][CH2:15][CH2:14][CH:13]([OH:17])[CH2:12]1)[N:10]=2. Product: [F:1][C:2]1[C:3]([CH2:29][CH2:30][C:31]2[S:32][CH:33]=[C:34]([CH:36]([CH3:38])[CH3:37])[N:35]=2)=[CH:4][C:5]2[N:6]([CH:28]=1)[C:7](=[O:27])[C:8]([CH:18]=[CH:19][C:20]([OH:22])=[O:21])=[C:9]([N:11]1[CH2:16][CH2:15][CH2:14][CH:13]([OH:17])[CH2:12]1)[N:10]=2. The catalyst class is: 89.